Dataset: Full USPTO retrosynthesis dataset with 1.9M reactions from patents (1976-2016). Task: Predict the reactants needed to synthesize the given product. (1) Given the product [OH:29][C:22]1[C:21](=[O:20])[N:9]([CH2:8][CH2:7][CH2:6][N:1]2[CH:5]=[CH:4][N:3]=[CH:2]2)[CH:16]([C:14]2[O:15][C:11]([CH3:10])=[CH:12][CH:13]=2)[C:23]=1[CH2:24][CH2:25][CH2:26][CH2:27][CH3:28], predict the reactants needed to synthesize it. The reactants are: [N:1]1([CH2:6][CH2:7][CH2:8][NH2:9])[CH:5]=[CH:4][N:3]=[CH:2]1.[CH3:10][C:11]1[O:15][C:14]([CH:16]=O)=[CH:13][CH:12]=1.C([O:20][C:21](=O)[C:22](=[O:29])[CH2:23][CH2:24][CH2:25][CH2:26][CH2:27][CH3:28])C. (2) Given the product [CH:4]12[N:8]([C:9]([O:11][C:12]([CH3:13])([CH3:14])[CH3:15])=[O:10])[CH:7]([CH2:6][CH2:5]1)[CH2:2][CH:3]2[C:16]([O:18][CH3:19])=[O:17], predict the reactants needed to synthesize it. The reactants are: Br[C:2]1[CH:7]2[N:8]([C:9]([O:11][C:12]([CH3:15])([CH3:14])[CH3:13])=[O:10])[CH:4]([CH:5]=[CH:6]2)[C:3]=1[C:16]([O:18][CH3:19])=[O:17].[H][H]. (3) Given the product [CH2:19]([O:12][C:6]1[CH:11]=[CH:10][CH:9]=[CH:8][CH:7]=1)[CH:18]=[CH2:17].[C:6]1([OH:12])[CH:11]=[CH:10][CH:9]=[CH:8][CH:7]=1, predict the reactants needed to synthesize it. The reactants are: F[B-](F)(F)F.[C:6]1([OH:12])[CH:11]=[CH:10][CH:9]=[CH:8][CH:7]=1.C(O[CH2:17][CH:18]=[CH2:19])(=O)C. (4) The reactants are: [OH:1][C:2]1[CH:3]=[N:4][CH:5]=[C:6]([CH3:8])[CH:7]=1.Br[C:10]1[CH:15]=[CH:14][CH:13]=[C:12]([N+:16]([O-:18])=[O:17])[CH:11]=1.C([O-])([O-])=O.[K+].[K+].O. Given the product [CH3:8][C:6]1[CH:7]=[C:2]([O:1][C:10]2[CH:11]=[C:12]([N+:16]([O-:18])=[O:17])[CH:13]=[CH:14][CH:15]=2)[CH:3]=[N:4][CH:5]=1, predict the reactants needed to synthesize it. (5) Given the product [Si:1]([O:8][CH2:9][C@H:10]1[C@H:14]([O:15][CH:16]2[CH2:21][CH2:20][CH2:19][CH2:18][O:17]2)[CH2:13][C@H:12]([OH:22])[C@@H:11]1[CH2:23][CH2:24][CH2:25][CH2:26][CH2:27][CH2:28][C:29]([O:31][CH3:32])=[O:30])([C:4]([CH3:7])([CH3:6])[CH3:5])([CH3:2])[CH3:3], predict the reactants needed to synthesize it. The reactants are: [Si:1]([O:8][CH2:9][C@H:10]1[C@H:14]([O:15][CH:16]2[CH2:21][CH2:20][CH2:19][CH2:18][O:17]2)[CH2:13][C@H:12]([OH:22])[C@@H:11]1[CH2:23]/[CH:24]=[CH:25]\[CH2:26][CH2:27][CH2:28][C:29]([O:31][CH3:32])=[O:30])([C:4]([CH3:7])([CH3:6])[CH3:5])([CH3:3])[CH3:2].